This data is from Forward reaction prediction with 1.9M reactions from USPTO patents (1976-2016). The task is: Predict the product of the given reaction. (1) The product is: [C@@H:1]1([N:9]2[CH:16]=[CH:15][C:13]([NH2:14])=[N:12][C:10]2=[O:11])[O:8][C@H:5]([CH2:6][OH:7])[C@@H:3]([OH:4])[CH2:2]1.[CH3:17][C:15]1[C:13]([NH2:14])=[N:12][C:10](=[O:11])[N:9]([CH:16]=1)[C@@H:1]1[O:8][C@H:5]([CH2:6][OH:7])[C@@H:3]([OH:4])[CH2:2]1. Given the reactants [C@@H:1]1([N:9]2[CH:16]=[CH:15][C:13]([NH2:14])=[N:12][C:10]2=[O:11])[O:8][C@H:5]([CH2:6][OH:7])[C@@H:3]([OH:4])[CH2:2]1.[CH3:17]O, predict the reaction product. (2) Given the reactants [N+]([C:4]1[CH:13]=[CH:12][CH:11]=[C:10]2[C:5]=1[C:6]([N:14]([CH2:28][CH2:29][N:30]([CH3:32])[CH3:31])[C:15](=[O:27])[C:16]1[CH:21]=[C:20]([O:22][CH3:23])[C:19]([O:24][CH3:25])=[CH:18][C:17]=1I)=[CH:7][CH:8]=[N:9]2)([O-])=O.C(Cl)(=O)C(Cl)=O.COC1C=C(C(I)=CC=1OC)C(O)=O.CN(C)CCNC1C2C(=CC=CC=2[N+]([O-])=O)N=CC=1.C(N(CC)CC)C, predict the reaction product. The product is: [CH3:23][O:22][C:20]1[C:19]([O:24][CH3:25])=[CH:18][C:17]2[C:7]3[C:6](=[C:5]4[CH:4]=[CH:13][CH:12]=[CH:11][C:10]4=[N:9][CH:8]=3)[N:14]([CH2:28][CH2:29][N:30]([CH3:32])[CH3:31])[C:15](=[O:27])[C:16]=2[CH:21]=1. (3) Given the reactants [F:1][C:2]1[CH:7]=[C:6]([N+:8]([O-])=O)[CH:5]=[CH:4][C:3]=1[N:11]1[CH:15]=[C:14]([C:16]2[CH:21]=[CH:20][CH:19]=[CH:18][N:17]=2)[CH:13]=[N:12]1.Cl.C([O-])([O-])=O.[Na+].[Na+], predict the reaction product. The product is: [F:1][C:2]1[CH:7]=[C:6]([NH2:8])[CH:5]=[CH:4][C:3]=1[N:11]1[CH:15]=[C:14]([C:16]2[CH:21]=[CH:20][CH:19]=[CH:18][N:17]=2)[CH:13]=[N:12]1. (4) Given the reactants [NH2:1][C:2]1[C:12]([Cl:13])=[C:11]([CH2:14][N:15]2[CH2:20][CH2:19][CH2:18][C@@H:17]([NH:21][C:22]([O:24][C:25]([CH3:28])([CH3:27])[CH3:26])=[O:23])[CH2:16]2)[C:10]([C:29]([F:32])([F:31])[F:30])=[CH:9][C:3]=1[C:4]([O:6]CC)=[O:5].NC1C(Cl)=C(C=O)C(C(F)(F)F)=CC=1C(O)=O, predict the reaction product. The product is: [NH2:1][C:2]1[C:12]([Cl:13])=[C:11]([CH2:14][N:15]2[CH2:20][CH2:19][CH2:18][C@@H:17]([NH:21][C:22]([O:24][C:25]([CH3:27])([CH3:28])[CH3:26])=[O:23])[CH2:16]2)[C:10]([C:29]([F:31])([F:32])[F:30])=[CH:9][C:3]=1[C:4]([OH:6])=[O:5].